Task: Binary Classification. Given a drug SMILES string, predict its activity (active/inactive) in a high-throughput screening assay against a specified biological target.. Dataset: Kir2.1 potassium channel HTS with 301,493 compounds The drug is O=C/1N(c2c(cccc2)C)C(=O)NC(=O)C1=C(\NCc1cccnc1)CC. The result is 0 (inactive).